Dataset: Reaction yield outcomes from USPTO patents with 853,638 reactions. Task: Predict the reaction yield, written as a fraction of the theoretical maximum amount of product (1.0 means a 100% yield; for example, 0.34 means a 34% yield). (1) The reactants are [CH3:1][O:2][C:3](=[O:21])[C@H:4]([C:14]1[CH:19]=[CH:18][CH:17]=[CH:16][C:15]=1[Cl:20])[N:5]1[CH2:10][CH2:9][C:8]2[S:11][CH:12]=[CH:13][C:7]=2[CH2:6]1.Cl. The catalyst is C(OCC)(=O)C. The product is [ClH:20].[CH3:1][O:2][C:3](=[O:21])[C@H:4]([C:14]1[CH:19]=[CH:18][CH:17]=[CH:16][C:15]=1[Cl:20])[N:5]1[CH2:10][CH2:9][C:8]2[S:11][CH:12]=[CH:13][C:7]=2[CH2:6]1. The yield is 0.850. (2) The reactants are [F:1][C:2]1[CH:11]=[C:10]2[C:5]([CH:6]=[CH:7][CH:8]=[N:9]2)=[CH:4][C:3]=1[CH2:12][N:13]1[C:21]2[C:16](=[N:17][CH:18]=[C:19]([C:22](=O)[CH3:23])[N:20]=2)[N:15]=[N:14]1.[C:25]([NH:33][NH2:34])(=[O:32])[C:26]1[CH:31]=[CH:30][CH:29]=[N:28][CH:27]=1. No catalyst specified. The product is [F:1][C:2]1[CH:11]=[C:10]2[C:5]([CH:6]=[CH:7][CH:8]=[N:9]2)=[CH:4][C:3]=1[CH2:12][N:13]1[C:21]2[C:16](=[N:17][CH:18]=[C:19](/[C:22](=[N:34]/[NH:33][C:25](=[O:32])[C:26]3[CH:31]=[CH:30][CH:29]=[N:28][CH:27]=3)/[CH3:23])[N:20]=2)[N:15]=[N:14]1. The yield is 0.590. (3) The reactants are [F:1][C:2]1[CH:7]=[CH:6][C:5]([OH:8])=[C:4]([CH3:9])[CH:3]=1.[Na+].[I-:11].[OH-].[Na+].[O-]Cl.[Na+].S([O-])([O-])(=O)=S.[Na+].[Na+].Cl. The catalyst is CO. The product is [F:1][C:2]1[CH:3]=[C:4]([CH3:9])[C:5]([OH:8])=[C:6]([I:11])[CH:7]=1. The yield is 0.685. (4) The reactants are [Br:1][C:2]1[CH:10]=[C:9]([O:11]C)[CH:8]=[C:7]2[C:3]=1[CH2:4][NH:5][C:6]2=[O:13].B(Br)(Br)Br. The catalyst is ClCCl. The product is [Br:1][C:2]1[CH:10]=[C:9]([OH:11])[CH:8]=[C:7]2[C:3]=1[CH2:4][NH:5][C:6]2=[O:13]. The yield is 0.970.